From a dataset of Catalyst prediction with 721,799 reactions and 888 catalyst types from USPTO. Predict which catalyst facilitates the given reaction. (1) Reactant: [C:1]([OH:13])(=[O:12])[CH2:2][C:3]([CH2:8][C:9]([OH:11])=[O:10])([C:5]([OH:7])=[O:6])[OH:4]. Product: [OH2:4].[C:1]([OH:13])(=[O:12])[CH2:2][C:3]([CH2:8][C:9]([OH:11])=[O:10])([C:5]([OH:7])=[O:6])[OH:4]. The catalyst class is: 6. (2) Reactant: O[CH:2]=[C:3]1[C:11]2[C:6](=[CH:7][CH:8]=[CH:9][CH:10]=2)[NH:5][C:4]1=[O:12].[NH2:13][C:14]1[CH:23]=[CH:22][C:17]2=[N:18][C:19](=[O:21])[N:20]=[C:16]2[CH:15]=1. Product: [O:12]=[C:4]1[NH:5][C:6]2[C:11](/[C:3]/1=[CH:2]/[NH:13][C:14]1[CH:23]=[CH:22][C:17]3[NH:18][C:19](=[O:21])[NH:20][C:16]=3[CH:15]=1)=[CH:10][CH:9]=[CH:8][CH:7]=2. The catalyst class is: 8. (3) Reactant: [CH2:1]([N:8]([CH2:27][C@H:28]1[CH2:37][CH2:36][C:35]2[C:30](=[CH:31][CH:32]=[C:33](B3OC(C)(C)C(C)(C)O3)[CH:34]=2)[O:29]1)[CH2:9][C@H:10]([O:19][Si:20]([C:23]([CH3:26])([CH3:25])[CH3:24])([CH3:22])[CH3:21])[CH2:11][O:12][C:13]1[CH:18]=[CH:17][CH:16]=[CH:15][CH:14]=1)[C:2]1[CH:7]=[CH:6][CH:5]=[CH:4][CH:3]=1.C[N+]1([O-])CC[O:51]CC1.O. The catalyst class is: 1. Product: [CH2:1]([N:8]([CH2:27][C@H:28]1[CH2:37][CH2:36][C:35]2[C:30](=[CH:31][CH:32]=[C:33]([OH:51])[CH:34]=2)[O:29]1)[CH2:9][C@H:10]([O:19][Si:20]([C:23]([CH3:25])([CH3:24])[CH3:26])([CH3:22])[CH3:21])[CH2:11][O:12][C:13]1[CH:14]=[CH:15][CH:16]=[CH:17][CH:18]=1)[C:2]1[CH:7]=[CH:6][CH:5]=[CH:4][CH:3]=1. (4) Reactant: [Cl:1][C:2]1[N:7]=[N:6][C:5]([NH:8][NH2:9])=[C:4]([CH3:10])[CH:3]=1.[F:11][CH:12]([F:16])[C:13](O)=O.CCOCC. Product: [Cl:1][C:2]1[CH:3]=[C:4]([CH3:10])[C:5]2[N:6]([C:13]([CH:12]([F:16])[F:11])=[N:9][N:8]=2)[N:7]=1. The catalyst class is: 12. (5) Reactant: [O:1]1[CH2:5][CH2:4][O:3][CH:2]1[C:6]([CH3:26])([CH3:25])[CH2:7][C:8](=[O:24])[C:9]([NH:11][C:12]1[CH:13]=[CH:14][C:15]2[C:20](=[O:21])[O:19][N:18]=[C:17]([CH3:22])[C:16]=2[CH:23]=1)=[O:10].[CH2:27]([Mg]Cl)[C:28]1[CH:33]=[CH:32][CH:31]=[CH:30][CH:29]=1. Product: [CH2:27]([C:8]([OH:24])([CH2:7][C:6]([CH:2]1[O:1][CH2:5][CH2:4][O:3]1)([CH3:26])[CH3:25])[C:9]([NH:11][C:12]1[CH:13]=[CH:14][C:15]2[C:20](=[O:21])[O:19][N:18]=[C:17]([CH3:22])[C:16]=2[CH:23]=1)=[O:10])[C:28]1[CH:33]=[CH:32][CH:31]=[CH:30][CH:29]=1. The catalyst class is: 7. (6) Reactant: [NH:1]1[C:5]2[CH:6]=[CH:7][CH:8]=[CH:9][C:4]=2[N:3]=[CH:2]1.[H-].[Na+].[C:12]([O:16][C:17]([N:19]1[CH2:24][CH2:23][CH:22](OS(C2C=CC(C)=CC=2)(=O)=O)[CH2:21][CH2:20]1)=[O:18])([CH3:15])([CH3:14])[CH3:13].O. Product: [C:12]([O:16][C:17]([N:19]1[CH2:24][CH2:23][CH:22]([N:1]2[C:5]3[CH:6]=[CH:7][CH:8]=[CH:9][C:4]=3[N:3]=[CH:2]2)[CH2:21][CH2:20]1)=[O:18])([CH3:15])([CH3:13])[CH3:14]. The catalyst class is: 9.